The task is: Predict the reactants needed to synthesize the given product.. This data is from Full USPTO retrosynthesis dataset with 1.9M reactions from patents (1976-2016). (1) Given the product [N:11]([CH2:2][C:3]1[CH:8]=[CH:7][C:6]([O:9][CH3:10])=[CH:5][CH:4]=1)=[N+:12]=[N-:13], predict the reactants needed to synthesize it. The reactants are: Cl[CH2:2][C:3]1[CH:8]=[CH:7][C:6]([O:9][CH3:10])=[CH:5][CH:4]=1.[N-:11]=[N+:12]=[N-:13].[Na+]. (2) Given the product [OH:23][CH2:22][C:21]([NH:20][C:4]([C:6]1[C:7]([C:11]2[NH:12][C:13]3[CH:19]=[CH:18][CH:17]=[CH:16][C:14]=3[N:15]=2)=[N:8][NH:9][CH:10]=1)=[O:5])([CH3:25])[CH3:24], predict the reactants needed to synthesize it. The reactants are: C(O[C:4]([C:6]1[C:7]([C:11]2[NH:15][C:14]3[CH:16]=[CH:17][CH:18]=[CH:19][C:13]=3[N:12]=2)=[N:8][NH:9][CH:10]=1)=[O:5])C.[NH2:20][C:21]([CH3:25])([CH3:24])[CH2:22][OH:23].C(NC(C1C(C2NC3C=CC=CC=3N=2)=NNC=1)=O)(C)C.